From a dataset of NCI-60 drug combinations with 297,098 pairs across 59 cell lines. Regression. Given two drug SMILES strings and cell line genomic features, predict the synergy score measuring deviation from expected non-interaction effect. (1) Drug 1: C1=CC(=C2C(=C1NCCNCCO)C(=O)C3=C(C=CC(=C3C2=O)O)O)NCCNCCO. Drug 2: C1=CC(=CC=C1CCCC(=O)O)N(CCCl)CCCl. Cell line: KM12. Synergy scores: CSS=31.9, Synergy_ZIP=-7.02, Synergy_Bliss=-1.54, Synergy_Loewe=-14.0, Synergy_HSA=3.99. (2) Drug 1: CC1C(C(=O)NC(C(=O)N2CCCC2C(=O)N(CC(=O)N(C(C(=O)O1)C(C)C)C)C)C(C)C)NC(=O)C3=C4C(=C(C=C3)C)OC5=C(C(=O)C(=C(C5=N4)C(=O)NC6C(OC(=O)C(N(C(=O)CN(C(=O)C7CCCN7C(=O)C(NC6=O)C(C)C)C)C)C(C)C)C)N)C. Drug 2: CC1=C(N=C(N=C1N)C(CC(=O)N)NCC(C(=O)N)N)C(=O)NC(C(C2=CN=CN2)OC3C(C(C(C(O3)CO)O)O)OC4C(C(C(C(O4)CO)O)OC(=O)N)O)C(=O)NC(C)C(C(C)C(=O)NC(C(C)O)C(=O)NCCC5=NC(=CS5)C6=NC(=CS6)C(=O)NCCC[S+](C)C)O. Cell line: MDA-MB-435. Synergy scores: CSS=29.4, Synergy_ZIP=-10.9, Synergy_Bliss=-7.35, Synergy_Loewe=-31.7, Synergy_HSA=-5.32. (3) Drug 1: CNC(=O)C1=CC=CC=C1SC2=CC3=C(C=C2)C(=NN3)C=CC4=CC=CC=N4. Drug 2: CC12CCC3C(C1CCC2=O)CC(=C)C4=CC(=O)C=CC34C. Cell line: SR. Synergy scores: CSS=79.7, Synergy_ZIP=0.313, Synergy_Bliss=-0.177, Synergy_Loewe=-11.4, Synergy_HSA=0.465. (4) Drug 1: CC1=CC=C(C=C1)C2=CC(=NN2C3=CC=C(C=C3)S(=O)(=O)N)C(F)(F)F. Drug 2: C1C(C(OC1N2C=C(C(=O)NC2=O)F)CO)O. Cell line: PC-3. Synergy scores: CSS=15.0, Synergy_ZIP=-4.28, Synergy_Bliss=-3.21, Synergy_Loewe=-53.0, Synergy_HSA=-3.82. (5) Drug 1: CC1=C(C=C(C=C1)NC2=NC=CC(=N2)N(C)C3=CC4=NN(C(=C4C=C3)C)C)S(=O)(=O)N.Cl. Drug 2: C1C(C(OC1N2C=C(C(=O)NC2=O)F)CO)O. Cell line: NCI-H522. Synergy scores: CSS=31.4, Synergy_ZIP=-4.89, Synergy_Bliss=-0.474, Synergy_Loewe=-30.5, Synergy_HSA=-0.341. (6) Drug 1: C1CC(C1)(C(=O)O)C(=O)O.[NH2-].[NH2-].[Pt+2]. Drug 2: CC1(CCCN1)C2=NC3=C(C=CC=C3N2)C(=O)N. Cell line: OVCAR3. Synergy scores: CSS=18.2, Synergy_ZIP=-5.61, Synergy_Bliss=-3.04, Synergy_Loewe=-4.98, Synergy_HSA=-2.73.